Task: Predict the product of the given reaction.. Dataset: Forward reaction prediction with 1.9M reactions from USPTO patents (1976-2016) Given the reactants [Cr](O[Cr]([O-])(=O)=O)([O-])(=O)=O.[NH+]1C=CC=CC=1.[NH+]1C=CC=CC=1.[Cl:22][C:23]1[CH:24]=[C:25]2[C:29](=[CH:30][CH:31]=1)[N:28]([C:32]1[N:36]([CH3:37])[N:35]=[C:34]([CH3:38])[C:33]=1[CH2:39][CH2:40][CH2:41][OH:42])[CH:27]=[CH:26]2, predict the reaction product. The product is: [Cl:22][C:23]1[CH:24]=[C:25]2[C:29](=[CH:30][CH:31]=1)[N:28]([C:32]1[N:36]([CH3:37])[N:35]=[C:34]([CH3:38])[C:33]=1[CH2:39][CH2:40][CH:41]=[O:42])[CH:27]=[CH:26]2.